From a dataset of Reaction yield outcomes from USPTO patents with 853,638 reactions. Predict the reaction yield, written as a fraction of the theoretical maximum amount of product (1.0 means a 100% yield; for example, 0.34 means a 34% yield). (1) The reactants are [Cl:1][C:2]1[C:7]([O:8][CH3:9])=[CH:6][C:5]([O:10][CH3:11])=[CH:4][C:3]=1[C:12]1[C:23](=[O:24])[N:22]([CH2:25][CH2:26][CH2:27][N:28]2[C@@H:33]([CH3:34])[CH2:32][NH:31][CH2:30][C@H:29]2[CH3:35])[C:15]2[N:16]=[C:17]([NH:20][CH3:21])[N:18]=[CH:19][C:14]=2[CH:13]=1.[C:36](Cl)(=[O:39])[CH:37]=[CH2:38]. The catalyst is C([O-])(O)=O.[Na+].C1COCC1. The product is [C:36]([N:31]1[CH2:32][C@H:33]([CH3:34])[N:28]([CH2:27][CH2:26][CH2:25][N:22]2[C:15]3[N:16]=[C:17]([NH:20][CH3:21])[N:18]=[CH:19][C:14]=3[CH:13]=[C:12]([C:3]3[CH:4]=[C:5]([O:10][CH3:11])[CH:6]=[C:7]([O:8][CH3:9])[C:2]=3[Cl:1])[C:23]2=[O:24])[C@H:29]([CH3:35])[CH2:30]1)(=[O:39])[CH:37]=[CH2:38]. The yield is 0.300. (2) The reactants are [C:1]([N:8]1[CH2:13][CH2:12][NH:11][CH2:10][CH2:9]1)([O:3][C:4]([CH3:7])([CH3:6])[CH3:5])=[O:2].C(=O)([O-])[O-].[K+].[K+].F[C:21]1[C:26]([F:27])=[CH:25][C:24]([C:28]([F:31])([F:30])[F:29])=[CH:23][N:22]=1. The yield is 0.940. The catalyst is C(#N)C. The product is [C:4]([O:3][C:1]([N:8]1[CH2:9][CH2:10][N:11]([C:21]2[C:26]([F:27])=[CH:25][C:24]([C:28]([F:31])([F:29])[F:30])=[CH:23][N:22]=2)[CH2:12][CH2:13]1)=[O:2])([CH3:7])([CH3:6])[CH3:5]. (3) The reactants are [CH3:1][CH:2]([CH3:20])[CH:3]([C:11]1[CH:19]=[CH:18][C:14]([C:15]([OH:17])=O)=[CH:13][CH:12]=1)[O:4][C:5]1[CH:10]=[CH:9][CH:8]=[CH:7][CH:6]=1.CN(C(ON1N=NC2C=CC=NC1=2)=[N+](C)C)C.F[P-](F)(F)(F)(F)F.C(N(CC)CC)C.[NH2:52][CH2:53][C:54]1[C:55]([OH:62])=[N:56][C:57]([CH3:61])=[CH:58][C:59]=1[CH3:60]. The catalyst is ClCCl. The product is [OH:62][C:55]1[C:54]([CH2:53][NH:52][C:15](=[O:17])[C:14]2[CH:13]=[CH:12][C:11]([CH:3]([O:4][C:5]3[CH:6]=[CH:7][CH:8]=[CH:9][CH:10]=3)[CH:2]([CH3:1])[CH3:20])=[CH:19][CH:18]=2)=[C:59]([CH3:60])[CH:58]=[C:57]([CH3:61])[N:56]=1. The yield is 0.320. (4) The reactants are [CH3:1][C:2]1([C:9]2[CH:14]=[CH:13][C:12]([O:15][CH:16]([CH3:18])[CH3:17])=[CH:11][CH:10]=2)[NH:6][C:5](=[O:7])[NH:4][C:3]1=[O:8].C1(P(C2C=CC=CC=2)C2C=CC=CC=2)C=CC=CC=1.N(C(OCC)=O)=NC([O-])=O.[F:48][C:49]([F:76])([F:75])[C:50]([C:59]1[CH:64]=[CH:63][C:62]([O:65][CH2:66][CH2:67][CH2:68][CH:69](O)[CH3:70])=[C:61]([CH2:72][CH2:73][CH3:74])[CH:60]=1)([O:55]COC)[C:51]([F:54])([F:53])[F:52]. The catalyst is C1(C)C=CC=CC=1.O1CCCC1. The product is [F:48][C:49]([F:75])([F:76])[C:50]([C:59]1[CH:64]=[CH:63][C:62]([O:65][CH2:66][CH2:67][CH2:68][CH:69]([N:4]2[C:3](=[O:8])[C:2]([CH3:1])([C:9]3[CH:14]=[CH:13][C:12]([O:15][CH:16]([CH3:18])[CH3:17])=[CH:11][CH:10]=3)[NH:6][C:5]2=[O:7])[CH3:70])=[C:61]([CH2:72][CH2:73][CH3:74])[CH:60]=1)([OH:55])[C:51]([F:52])([F:54])[F:53]. The yield is 0.890. (5) The reactants are [CH3:1][O:2][C:3]1[CH:12]=[C:11]2[C:6]([CH:7]=[C:8]([C:13]([OH:15])=O)[N:9]=[CH:10]2)=[CH:5][CH:4]=1.[NH:16]1[CH:20]=[CH:19][N:18]=[C:17]1[NH:21][C:22]([C:24]1[C:32]2[NH:31][C:30]([NH2:33])=[N:29][C:28]=2[CH:27]=[CH:26][CH:25]=1)=[O:23].CN(C(ON1N=NC2C=CC=CC1=2)=[N+](C)C)C.F[P-](F)(F)(F)(F)F.CCN(C(C)C)C(C)C. The catalyst is CN(C=O)C. The product is [NH:18]1[CH:19]=[CH:20][N:16]=[C:17]1[NH:21][C:22]([C:24]1[C:32]2[N:31]=[C:30]([NH:33][C:13]([C:8]3[N:9]=[CH:10][C:11]4[C:6]([CH:7]=3)=[CH:5][CH:4]=[C:3]([O:2][CH3:1])[CH:12]=4)=[O:15])[NH:29][C:28]=2[CH:27]=[CH:26][CH:25]=1)=[O:23]. The yield is 0.840. (6) The product is [N+:6]([CH:17]1[N:16]([C:12]2[CH:11]=[N:10][CH:15]=[CH:14][CH:13]=2)[CH:20]=[CH:19][NH:18]1)([O-:9])=[O:7]. The reactants are S(=O)(=O)(O)O.[N+:6]([O-:9])(O)=[O:7].[N:10]1[CH:15]=[CH:14][CH:13]=[C:12]([N:16]2[CH:20]=[CH:19][NH:18][CH2:17]2)[CH:11]=1.C([O-])(O)=O.[Na+]. No catalyst specified. The yield is 0.990. (7) The catalyst is O1CCCC1. The product is [OH:3][NH:2][C:27](=[O:28])[CH:26]=[CH:25][C:20]1[CH:21]=[CH:22][CH:23]=[CH:24][C:19]=1[S:16](=[O:18])(=[O:17])[NH:15][C:9]1[CH:14]=[CH:13][CH:12]=[CH:11][CH:10]=1. The yield is 0.300. The reactants are Cl.[NH2:2][OH:3].C([O-])(O)=O.[Na+].[C:9]1([NH:15][S:16]([C:19]2[CH:24]=[CH:23][CH:22]=[CH:21][C:20]=2[CH:25]=[CH:26][C:27](Cl)=[O:28])(=[O:18])=[O:17])[CH:14]=[CH:13][CH:12]=[CH:11][CH:10]=1. (8) The reactants are [CH2:1]([N:8]1[CH:13]=[C:12]([Cl:14])[CH:11]=[C:10](Br)[C:9]1=[O:16])[C:2]1[CH:7]=[CH:6][CH:5]=[CH:4][CH:3]=1.[CH3:17][O:18][C:19](=[O:49])[C@H:20]([CH2:29][C:30]1[CH:35]=[CH:34][C:33]([Sn](CCCC)(CCCC)CCCC)=[CH:32][CH:31]=1)[NH:21][C:22]([O:24][C:25]([CH3:28])([CH3:27])[CH3:26])=[O:23]. The catalyst is CN(C=O)C.ClCCl.Cl[Pd](Cl)([P](C1C=CC=CC=1)(C1C=CC=CC=1)C1C=CC=CC=1)[P](C1C=CC=CC=1)(C1C=CC=CC=1)C1C=CC=CC=1. The product is [CH3:17][O:18][C:19](=[O:49])[C@H:20]([CH2:29][C:30]1[CH:31]=[CH:32][C:33]([C:10]2[C:9](=[O:16])[N:8]([CH2:1][C:2]3[CH:7]=[CH:6][CH:5]=[CH:4][CH:3]=3)[CH:13]=[C:12]([Cl:14])[CH:11]=2)=[CH:34][CH:35]=1)[NH:21][C:22]([O:24][C:25]([CH3:28])([CH3:26])[CH3:27])=[O:23]. The yield is 0.520. (9) The reactants are [F:1][C:2]1[CH:3]=[C:4]([CH2:8][C:9]([NH2:11])=[O:10])[CH:5]=[CH:6][CH:7]=1.[H-].[Na+].[O:14]1[C:18]2[CH:19]=[CH:20][CH:21]=[CH:22][C:17]=2[CH:16]=[C:15]1[C:23]1[N:27]2[N:28]=[C:29](Cl)[CH:30]=[CH:31][C:26]2=[N:25][CH:24]=1. The catalyst is CN(C=O)C. The product is [O:14]1[C:18]2[CH:19]=[CH:20][CH:21]=[CH:22][C:17]=2[CH:16]=[C:15]1[C:23]1[N:27]2[N:28]=[C:29]([NH:11][C:9](=[O:10])[CH2:8][C:4]3[CH:5]=[CH:6][CH:7]=[C:2]([F:1])[CH:3]=3)[CH:30]=[CH:31][C:26]2=[N:25][CH:24]=1. The yield is 0.340.